Dataset: Full USPTO retrosynthesis dataset with 1.9M reactions from patents (1976-2016). Task: Predict the reactants needed to synthesize the given product. (1) Given the product [N:2]1([C:3]2[CH:8]=[CH:7][CH:6]=[CH:5][C:4]=2[OH:9])[CH:12]=[CH:16][CH:15]=[CH:14]1, predict the reactants needed to synthesize it. The reactants are: O.[NH2:2][C:3]1[CH:8]=[CH:7][CH:6]=[CH:5][C:4]=1[OH:9].CO[CH:12]1[CH2:16][CH2:15][CH:14](OC)O1. (2) Given the product [F:8][C:5]1[CH:6]=[CH:7][C:2]([C:16](=[O:20])[CH:17]=[CH:18][CH3:19])=[CH:3][CH:4]=1, predict the reactants needed to synthesize it. The reactants are: Br[C:2]1[CH:7]=[CH:6][C:5]([F:8])=[CH:4][CH:3]=1.[Li]CCCC.[Li+].[Cl-].[C:16](Cl)(=[O:20])/[CH:17]=[CH:18]/[CH3:19]. (3) Given the product [CH3:17][C:18]1[C:22]([C:23]([N:25]2[CH2:26][CH2:27][N:28]([CH3:31])[CH2:29][CH2:30]2)=[O:24])=[C:21]([CH3:32])[NH:20][C:19]=1[CH:33]=[C:9]1[C:8]2[C:12](=[CH:13][CH:14]=[CH:15][C:7]=2[C:4]2[CH:5]=[CH:6][N:1]=[CH:2][CH:3]=2)[NH:11][C:10]1=[O:16], predict the reactants needed to synthesize it. The reactants are: [N:1]1[CH:6]=[CH:5][C:4]([C:7]2[CH:15]=[CH:14][CH:13]=[C:12]3[C:8]=2[CH2:9][C:10](=[O:16])[NH:11]3)=[CH:3][CH:2]=1.[CH3:17][C:18]1[C:22]([C:23]([N:25]2[CH2:30][CH2:29][N:28]([CH3:31])[CH2:27][CH2:26]2)=[O:24])=[C:21]([CH3:32])[NH:20][C:19]=1[CH:33]=O. (4) The reactants are: [Cl:1][C:2]1[CH:7]=[C:6]([Cl:8])[CH:5]=[CH:4][C:3]=1[CH2:9][N:10]1[C:15](=[O:16])[C:14]([C:17]([NH:19][CH2:20][C:21]([O:23]CC)=[O:22])=[O:18])=[C:13]([OH:26])[C:12]([C:27]([O:29]C)=O)=[C:11]1[OH:31].[F:32][C:33]([F:42])([F:41])[C:34]1[CH:40]=[CH:39][CH:38]=[CH:37][C:35]=1[NH2:36]. Given the product [Cl:1][C:2]1[CH:7]=[C:6]([Cl:8])[CH:5]=[CH:4][C:3]=1[CH2:9][N:10]1[C:11]([OH:31])=[C:12]([C:27]([NH:36][C:35]2[CH:37]=[CH:38][CH:39]=[CH:40][C:34]=2[C:33]([F:32])([F:41])[F:42])=[O:29])[C:13]([OH:26])=[C:14]([C:17]([NH:19][CH2:20][C:21]([OH:23])=[O:22])=[O:18])[C:15]1=[O:16], predict the reactants needed to synthesize it. (5) Given the product [CH2:1]([O:8][C:9]([N:11]1[CH2:12][CH2:13][CH:14]([O:17][CH2:18][C:19]([N:21]2[CH2:26][CH2:25][CH2:24][CH:23]([C:27]([OH:29])=[O:28])[CH2:22]2)=[O:20])[CH2:15][CH2:16]1)=[O:10])[C:2]1[CH:3]=[CH:4][CH:5]=[CH:6][CH:7]=1, predict the reactants needed to synthesize it. The reactants are: [CH2:1]([O:8][C:9]([N:11]1[CH2:16][CH2:15][CH:14]([O:17][CH2:18][C:19]([N:21]2[CH2:26][CH2:25][CH2:24][CH:23]([C:27]([O:29]CC)=[O:28])[CH2:22]2)=[O:20])[CH2:13][CH2:12]1)=[O:10])[C:2]1[CH:7]=[CH:6][CH:5]=[CH:4][CH:3]=1.[OH-].[Na+].O1CCCC1.OS([O-])(=O)=O.[K+].